Predict the product of the given reaction. From a dataset of Forward reaction prediction with 1.9M reactions from USPTO patents (1976-2016). (1) Given the reactants C1(O[C:8](=[O:40])[NH:9][C:10]2[CH:15]=[C:14]([O:16][C:17]3[CH:18]=[N:19][C:20]([NH:23][C:24]([C:26]4[C:27](=[O:39])[N:28]([C:33]5[CH:38]=[CH:37][CH:36]=[CH:35][CH:34]=5)[N:29]([CH3:32])[C:30]=4[CH3:31])=[O:25])=[CH:21][CH:22]=3)[CH:13]=[CH:12][N:11]=2)C=CC=CC=1.CN1C(=O)CCC1.[CH3:48][NH:49][CH2:50][CH2:51][OH:52], predict the reaction product. The product is: [OH:52][CH2:51][CH2:50][N:49]([CH3:48])[C:8](=[O:40])[NH:9][C:10]1[CH:15]=[C:14]([O:16][C:17]2[CH:22]=[CH:21][C:20]([NH:23][C:24]([C:26]3[C:27](=[O:39])[N:28]([C:33]4[CH:34]=[CH:35][CH:36]=[CH:37][CH:38]=4)[N:29]([CH3:32])[C:30]=3[CH3:31])=[O:25])=[N:19][CH:18]=2)[CH:13]=[CH:12][N:11]=1. (2) Given the reactants [CH3:1][O:2][C:3](=[O:16])[C:4]1[CH:9]=[C:8]([Cl:10])[CH:7]=[CH:6][C:5]=1[O:11][CH2:12][CH2:13][CH2:14]Br.C([O-])([O-])=O.[K+].[K+].[Cl:23][C:24]1[CH:39]=[CH:38][C:27]([CH2:28][C:29]2([OH:37])[CH2:34][CH2:33][NH:32][CH2:31][C:30]2([CH3:36])[CH3:35])=[CH:26][CH:25]=1, predict the reaction product. The product is: [CH3:1][O:2][C:3](=[O:16])[C:4]1[CH:9]=[C:8]([Cl:10])[CH:7]=[CH:6][C:5]=1[O:11][CH2:12][CH2:13][CH2:14][N:32]1[CH2:33][CH2:34][C:29]([CH2:28][C:27]2[CH:26]=[CH:25][C:24]([Cl:23])=[CH:39][CH:38]=2)([OH:37])[C:30]([CH3:36])([CH3:35])[CH2:31]1. (3) Given the reactants [F:1][C:2]1[CH:3]=[C:4]([OH:13])[CH:5]=[CH:6][C:7]=1[CH2:8][S:9]([CH3:12])(=[O:11])=[O:10].O[CH2:15][CH2:16][CH2:17][CH:18]1[CH2:23][CH2:22][N:21]([C:24]([O:26][C:27]([CH3:30])([CH3:29])[CH3:28])=[O:25])[CH2:20][CH2:19]1, predict the reaction product. The product is: [F:1][C:2]1[CH:3]=[C:4]([CH:5]=[CH:6][C:7]=1[CH2:8][S:9]([CH3:12])(=[O:10])=[O:11])[O:13][CH2:15][CH2:16][CH2:17][CH:18]1[CH2:23][CH2:22][N:21]([C:24]([O:26][C:27]([CH3:28])([CH3:30])[CH3:29])=[O:25])[CH2:20][CH2:19]1. (4) Given the reactants [CH3:1][O:2][C:3](=[O:15])[C:4]1[CH:13]=[C:12]([OH:14])[CH:11]=[C:6]([C:7]([O:9][CH3:10])=[O:8])[CH:5]=1.Cl[CH2:17][C:18]([NH2:20])=[O:19].C(=O)([O-])[O-].[K+].[K+].O, predict the reaction product. The product is: [CH3:10][O:9][C:7](=[O:8])[C:6]1[CH:11]=[C:12]([O:14][CH2:17][C:18](=[O:19])[NH2:20])[CH:13]=[C:4]([C:3]([O:2][CH3:1])=[O:15])[CH:5]=1. (5) Given the reactants N([C:3]([CH3:9])([CH3:8])[C:4]([O:6]C)=[O:5])=N[C:3]([CH3:9])([CH3:8])[C:4]([O:6]C)=[O:5].C(O)(=O)C(C)=C.[C:23]([O:28][CH2:29][CH3:30])(=[O:27])[C:24]([CH3:26])=[CH2:25], predict the reaction product. The product is: [C:23]([O:28][CH2:29][CH3:30])(=[O:27])[C:24]([CH3:26])=[CH2:25].[C:4]([OH:6])(=[O:5])[C:3]([CH3:9])=[CH2:8].